From a dataset of Full USPTO retrosynthesis dataset with 1.9M reactions from patents (1976-2016). Predict the reactants needed to synthesize the given product. (1) Given the product [CH3:26][S:27][C:2]1[C:7](=[O:8])[N:6]([CH2:9][C:10]([OH:12])=[O:11])[N:5]=[CH:4][C:3]=1[NH:15][C@@H:16]1[CH2:21][C@@H:20]2[CH2:22][C@@H:18]([C:19]2([CH3:24])[CH3:23])[C@H:17]1[CH3:25], predict the reactants needed to synthesize it. The reactants are: Br[C:2]1[C:7](=[O:8])[N:6]([CH2:9][C:10]([O:12]CC)=[O:11])[N:5]=[CH:4][C:3]=1[NH:15][C@@H:16]1[CH2:21][C@@H:20]2[CH2:22][C@@H:18]([C:19]2([CH3:24])[CH3:23])[C@H:17]1[CH3:25].[CH3:26][S-:27].[Na+].O1CCOCC1.[OH-].[Na+]. (2) Given the product [F:24][C:25]1[CH:26]=[C:27]2[C:31](=[CH:32][CH:33]=1)[NH:30][C:29](=[O:34])/[C:28]/2=[CH:14]\[C:11]1[NH:10][C:7]2[CH2:8][CH2:9][N:4]([CH2:3][C@H:2]([OH:1])[CH2:17][N:18]3[CH2:19][CH2:20][O:21][CH2:22][CH2:23]3)[C:5](=[O:16])[C:6]=2[C:12]=1[CH3:13], predict the reactants needed to synthesize it. The reactants are: [OH:1][C@H:2]([CH2:17][N:18]1[CH2:23][CH2:22][O:21][CH2:20][CH2:19]1)[CH2:3][N:4]1[CH2:9][CH2:8][C:7]2[NH:10][C:11]([CH:14]=O)=[C:12]([CH3:13])[C:6]=2[C:5]1=[O:16].[F:24][C:25]1[CH:26]=[C:27]2[C:31](=[CH:32][CH:33]=1)[NH:30][C:29](=[O:34])[CH2:28]2.N1CCCCC1.